This data is from Merck oncology drug combination screen with 23,052 pairs across 39 cell lines. The task is: Regression. Given two drug SMILES strings and cell line genomic features, predict the synergy score measuring deviation from expected non-interaction effect. Drug 1: CS(=O)(=O)CCNCc1ccc(-c2ccc3ncnc(Nc4ccc(OCc5cccc(F)c5)c(Cl)c4)c3c2)o1. Drug 2: CC(C)CC(NC(=O)C(Cc1ccccc1)NC(=O)c1cnccn1)B(O)O. Cell line: A427. Synergy scores: synergy=-22.9.